This data is from Forward reaction prediction with 1.9M reactions from USPTO patents (1976-2016). The task is: Predict the product of the given reaction. (1) Given the reactants C([O:3][C:4]([C:6]1[C:10]([CH2:11][N:12]([C:20]([O:22][C:23]([CH3:26])([CH3:25])[CH3:24])=[O:21])[CH2:13][CH2:14][C:15]([O:17][CH2:18][CH3:19])=[O:16])=[C:9]([C:27]2[CH:32]=[CH:31][C:30]([Cl:33])=[CH:29][CH:28]=2)[N:8]([C:34]2[CH:39]=[CH:38][CH:37]=[CH:36][C:35]=2[Cl:40])[N:7]=1)=O)C.CC(C)([O-])C.[K+].C1COCC1, predict the reaction product. The product is: [CH2:18]([O:17][C:15]([CH:14]1[C:4](=[O:3])[C:6]2[C:10](=[C:9]([C:27]3[CH:28]=[CH:29][C:30]([Cl:33])=[CH:31][CH:32]=3)[N:8]([C:34]3[CH:39]=[CH:38][CH:37]=[CH:36][C:35]=3[Cl:40])[N:7]=2)[CH2:11][N:12]([C:20]([O:22][C:23]([CH3:26])([CH3:25])[CH3:24])=[O:21])[CH2:13]1)=[O:16])[CH3:19]. (2) The product is: [CH2:23]([O:30][C:31]1[CH:36]=[CH:35][N:34]([C:2]2[CH:3]=[CH:4][C:5]3[S:21][C:8]4[CH2:9][CH2:10][N:11]([C:14]([O:16][C:17]([CH3:20])([CH3:19])[CH3:18])=[O:15])[CH2:12][CH2:13][C:7]=4[C:6]=3[CH:22]=2)[C:33](=[O:37])[CH:32]=1)[C:24]1[CH:25]=[CH:26][CH:27]=[CH:28][CH:29]=1. Given the reactants Br[C:2]1[CH:3]=[CH:4][C:5]2[S:21][C:8]3[CH2:9][CH2:10][N:11]([C:14]([O:16][C:17]([CH3:20])([CH3:19])[CH3:18])=[O:15])[CH2:12][CH2:13][C:7]=3[C:6]=2[CH:22]=1.[CH2:23]([O:30][C:31]1[CH:36]=[CH:35][NH:34][C:33](=[O:37])[CH:32]=1)[C:24]1[CH:29]=[CH:28][CH:27]=[CH:26][CH:25]=1, predict the reaction product. (3) The product is: [CH:32]([NH:35][C:36]([N:18]1[CH2:17][CH2:16][C:15]2[C:20](=[CH:21][CH:22]=[C:13]([O:12][CH2:11][CH:10]([N:25]3[CH2:26][CH2:28][CH2:38][CH2:31][CH2:29]3)[CH3:9])[CH:14]=2)[CH2:19]1)=[O:37])([CH3:34])[CH3:33]. Given the reactants Cl.Cl.N1([CH2:9][CH2:10][CH2:11][O:12][C:13]2[CH:14]=[C:15]3[C:20](=[CH:21][CH:22]=2)[CH2:19][NH:18][CH2:17][CH2:16]3)CCCCC1.CC[N:25]([CH:29]([CH3:31])C)[CH:26]([CH3:28])C.[CH:32]([N:35]=[C:36]=[O:37])([CH3:34])[CH3:33].[CH2:38](O)C(N)(CO)CO.[N-]=C=O, predict the reaction product. (4) Given the reactants C([O:8][C:9]1[N:14]=[C:13]([N:15](CC2C=CC(OC)=CC=2OC)[S:16]([C:19]2[CH:24]=[C:23]([Cl:25])[C:22]([O:26][C@H:27]3[CH2:32][CH2:31][CH2:30][CH2:29][C@@H:28]3[C:33]3[N:37]([CH3:38])[N:36]=[CH:35][CH:34]=3)=[CH:21][C:20]=2[F:39])(=[O:18])=[O:17])[CH:12]=[CH:11][N:10]=1)C1C=CC=CC=1.C([SiH](CC)CC)C.FC(F)(F)C(O)=O, predict the reaction product. The product is: [Cl:25][C:23]1[C:22]([O:26][C@H:27]2[CH2:32][CH2:31][CH2:30][CH2:29][C@@H:28]2[C:33]2[N:37]([CH3:38])[N:36]=[CH:35][CH:34]=2)=[CH:21][C:20]([F:39])=[C:19]([S:16]([NH:15][C:13]2[NH:14][C:9](=[O:8])[N:10]=[CH:11][CH:12]=2)(=[O:18])=[O:17])[CH:24]=1. (5) Given the reactants Cl[C:2]1[N:3]=[C:4]([NH:21][C:22]2[CH:30]=[CH:29][CH:28]=[C:27]3[C:23]=2[CH:24]=[N:25][NH:26]3)[C:5]2[CH:10]=[CH:9][N:8]([S:11]([C:14]3[CH:20]=[CH:19][C:17]([CH3:18])=[CH:16][CH:15]=3)(=[O:13])=[O:12])[C:6]=2[N:7]=1.[NH2:31][C:32]1[CH:37]=[CH:36][C:35]([N:38]2[CH2:43][CH2:42][N:41]([C:44](=[O:46])[CH3:45])[CH2:40][CH2:39]2)=[CH:34][CH:33]=1.C[Si](Cl)(C)C, predict the reaction product. The product is: [NH:26]1[C:27]2[C:23](=[C:22]([NH:21][C:4]3[C:5]4[CH:10]=[CH:9][N:8]([S:11]([C:14]5[CH:20]=[CH:19][C:17]([CH3:18])=[CH:16][CH:15]=5)(=[O:13])=[O:12])[C:6]=4[N:7]=[C:2]([NH:31][C:32]4[CH:33]=[CH:34][C:35]([N:38]5[CH2:39][CH2:40][N:41]([C:44](=[O:46])[CH3:45])[CH2:42][CH2:43]5)=[CH:36][CH:37]=4)[N:3]=3)[CH:30]=[CH:29][CH:28]=2)[CH:24]=[N:25]1. (6) Given the reactants Cl[C:2]1[N:7]=[CH:6][N:5]=[C:4]([C:8]2[CH:9]=[CH:10][C:11]([O:16][CH:17]3[CH2:22][CH2:21][O:20][CH2:19][CH2:18]3)=[C:12]([CH:15]=2)[C:13]#[N:14])[N:3]=1.[NH2:23][C:24]1[CH:29]=[CH:28][C:27]([N:30]2[CH2:35][CH2:34][N:33]([C:36](=[O:38])[CH3:37])[CH2:32][CH2:31]2)=[CH:26][CH:25]=1.C(N(CC)C(C)C)(C)C, predict the reaction product. The product is: [C:36]([N:33]1[CH2:32][CH2:31][N:30]([C:27]2[CH:28]=[CH:29][C:24]([NH:23][C:2]3[N:7]=[CH:6][N:5]=[C:4]([C:8]4[CH:9]=[CH:10][C:11]([O:16][CH:17]5[CH2:22][CH2:21][O:20][CH2:19][CH2:18]5)=[C:12]([CH:15]=4)[C:13]#[N:14])[N:3]=3)=[CH:25][CH:26]=2)[CH2:35][CH2:34]1)(=[O:38])[CH3:37]. (7) Given the reactants [O:1]=[C:2]1[N:12]2[C:13]3[C:8]([CH2:9][CH:10]([NH:14][C:15](=[O:21])[O:16][C:17]([CH3:20])([CH3:19])[CH3:18])[CH2:11]2)=[CH:7][CH:6]=[CH:5][C:4]=3[NH:3]1.Br[CH2:23][C:24]([O:26][CH3:27])=[O:25].C(=O)([O-])[O-].[K+].[K+].S([O-])(O)(=O)=O.[K+], predict the reaction product. The product is: [C:17]([O:16][C:15]([NH:14][CH:10]1[CH2:9][C:8]2[C:13]3=[C:4]([N:3]([CH2:23][C:24]([O:26][CH3:27])=[O:25])[C:2](=[O:1])[N:12]3[CH2:11]1)[CH:5]=[CH:6][CH:7]=2)=[O:21])([CH3:18])([CH3:20])[CH3:19].